This data is from Reaction yield outcomes from USPTO patents with 853,638 reactions. The task is: Predict the reaction yield, written as a fraction of the theoretical maximum amount of product (1.0 means a 100% yield; for example, 0.34 means a 34% yield). (1) The reactants are Cl[C:2]1[CH:7]=[CH:6][N:5]=[C:4]2[CH:8]=[C:9]([CH:11]=[O:12])[S:10][C:3]=12.[F:13][C:14]1[CH:19]=[C:18]([N+:20]([O-:22])=[O:21])[CH:17]=[CH:16][C:15]=1[OH:23].C([O-])([O-])=O.[K+].[K+].O(C1C=CC=CC=1)C1C=CC=CC=1. The catalyst is O.CCOC(C)=O. The product is [F:13][C:14]1[CH:19]=[C:18]([N+:20]([O-:22])=[O:21])[CH:17]=[CH:16][C:15]=1[O:23][C:2]1[CH:7]=[CH:6][N:5]=[C:4]2[CH:8]=[C:9]([CH:11]=[O:12])[S:10][C:3]=12. The yield is 0.460. (2) The reactants are [Br:1][C:2]1[C:3]([N:18]2[CH2:22][CH2:21][CH:20]([CH:23]3[CH2:25][CH2:24]3)[CH2:19]2)=[C:4]([C@H:10]([OH:17])[C:11]([O:13][CH:14]([CH3:16])[CH3:15])=[O:12])[C:5]([CH3:9])=[N:6][C:7]=1[CH3:8]. The catalyst is C(Cl)Cl. The product is [Br:1][C:2]1[C:3]([N:18]2[CH2:22][CH2:21][CH:20]([CH:23]3[CH2:25][CH2:24]3)[CH2:19]2)=[C:4]([C@H:10]([O:17][C:4]([CH3:10])([CH3:5])[CH3:3])[C:11]([O:13][CH:14]([CH3:16])[CH3:15])=[O:12])[C:5]([CH3:9])=[N:6][C:7]=1[CH3:8]. The yield is 0.440. (3) The reactants are Br[C:2]12[CH2:24][C:6]3([CH3:25])[CH2:7][C:8]([C:11]45[CH2:21][C:15]6([CH3:22])[CH2:16][C:17](Br)([CH2:19][C:13]([CH3:23])([CH2:14]6)[CH2:12]4)[CH2:18]5)([CH2:10][C:4]([CH3:26])([CH2:5]3)[CH2:3]1)[CH2:9]2.Br[C:28]1[CH:33]=[CH:32][CH:31]=[C:30]([Br:34])[CH:29]=1.[Br-:35].[Al+3].[Br-:37].[Br-:38]. The catalyst is Cl. The product is [Br:35][C:2]1[CH:3]=[C:4]([C:2]23[CH2:3][C:4]4([CH3:26])[CH2:10][C:8]([C:11]56[CH2:21][C:15]7([CH3:22])[CH2:16][C:17]([C:28]8[CH:33]=[C:32]([Br:38])[CH:31]=[C:30]([Br:34])[CH:29]=8)([CH2:19][C:13]([CH3:23])([CH2:14]7)[CH2:12]5)[CH2:18]6)([CH2:7][C:6]([CH3:25])([CH2:5]4)[CH2:24]2)[CH2:9]3)[CH:5]=[C:6]([Br:37])[CH:24]=1. The yield is 0.900. (4) The reactants are C([O:3][CH:4](OCC)[C:5]1[N:9]([CH3:10])[N:8]=[C:7]([C:11]2[CH:16]=[CH:15][CH:14]=[C:13]([F:17])[CH:12]=2)[N:6]=1)C.[ClH:21]. No catalyst specified. The product is [OH2:3].[OH2:3].[ClH:21].[F:17][C:13]1[CH:12]=[C:11]([C:7]2[N:6]=[C:5]([CH:4]=[O:3])[N:9]([CH3:10])[N:8]=2)[CH:16]=[CH:15][CH:14]=1. The yield is 0.470. (5) The reactants are [CH2:1]([NH:3][C:4]([N:17]1[CH:21]([C:22]2[CH:27]=[CH:26][CH:25]=[CH:24][CH:23]=2)[CH2:20][CH:19]=[N:18]1)=[N:5][S:6]([C:9]1[CH:14]=[CH:13][C:12]([O:15]C)=[CH:11][CH:10]=1)(=[O:8])=[O:7])[CH3:2].B(Br)(Br)Br. The catalyst is C(Cl)Cl. The product is [CH2:1]([NH:3][C:4]([N:17]1[CH:21]([C:22]2[CH:27]=[CH:26][CH:25]=[CH:24][CH:23]=2)[CH2:20][CH:19]=[N:18]1)=[N:5][S:6]([C:9]1[CH:10]=[CH:11][C:12]([OH:15])=[CH:13][CH:14]=1)(=[O:8])=[O:7])[CH3:2]. The yield is 0.340. (6) The reactants are [CH:1]1([C:7]2[CH:12]=[C:11]([CH3:13])[CH:10]=[CH:9][C:8]=2[O:14][CH2:15][C:16]#[CH:17])[CH2:6][CH2:5][CH2:4][CH2:3][CH2:2]1.C#CCCCCCC.I[C:27]1[CH:32]=[CH:31][C:30]([I:33])=[CH:29][CH:28]=1.IC1[CH:36]=[C:37]2[C:41](=CC=1)CN([C:38](C1C=CC=CC=1)(C1C=CC=CC=1)[C:37]1[CH:41]=CC=C[CH:36]=1)[CH2:38]2. No catalyst specified. The product is [C:1]12([C:7]3[CH:12]=[C:11]([CH3:13])[CH:10]=[CH:9][C:8]=3[O:14][CH2:15][C:16]#[C:17][C:27]3[CH:32]=[CH:31][C:30]([I:33])=[CH:29][CH:28]=3)[CH2:41][CH:37]3[CH2:38][CH:3]([CH2:4][CH:5]([CH2:36]3)[CH2:6]1)[CH2:2]2. The yield is 0.770. (7) The reactants are C1COCC1.C[O:7][C:8](=[O:36])[C:9]1[CH:14]=[CH:13][C:12]([NH:15][C:16]2[N:17]=[CH:18][C:19]3[CH:24]=[C:23]([C:25](=[O:29])[N:26]([CH3:28])[CH3:27])[N:22]([CH:30]4[CH2:35][CH2:34][CH2:33][CH2:32][CH2:31]4)[C:20]=3[N:21]=2)=[N:11][CH:10]=1.[Li+].[OH-].Cl. The catalyst is CO.O. The product is [CH:30]1([N:22]2[C:20]3[N:21]=[C:16]([NH:15][C:12]4[CH:13]=[CH:14][C:9]([C:8]([OH:36])=[O:7])=[CH:10][N:11]=4)[N:17]=[CH:18][C:19]=3[CH:24]=[C:23]2[C:25](=[O:29])[N:26]([CH3:27])[CH3:28])[CH2:35][CH2:34][CH2:33][CH2:32][CH2:31]1. The yield is 0.970.